From a dataset of TCR-epitope binding with 47,182 pairs between 192 epitopes and 23,139 TCRs. Binary Classification. Given a T-cell receptor sequence (or CDR3 region) and an epitope sequence, predict whether binding occurs between them. (1) The epitope is ILHCANFNV. The TCR CDR3 sequence is CASSHGGHEQFF. Result: 1 (the TCR binds to the epitope). (2) The epitope is RLRAEAQVK. The TCR CDR3 sequence is CAWSLLGVDSQYF. Result: 1 (the TCR binds to the epitope). (3) The epitope is KLPDDFTGCV. The TCR CDR3 sequence is CSVATSSYEQYF. Result: 1 (the TCR binds to the epitope). (4) The epitope is KLWAQCVQL. The TCR CDR3 sequence is CASSYGGGIDNQPQHF. Result: 1 (the TCR binds to the epitope). (5) The epitope is GTITSGWTF. The TCR CDR3 sequence is CASKTQGGSLRGYTF. Result: 0 (the TCR does not bind to the epitope). (6) The epitope is FLLNKEMYL. The TCR CDR3 sequence is CASSPLLAGRETQYF. Result: 1 (the TCR binds to the epitope). (7) The epitope is FLNRFTTTL. The TCR CDR3 sequence is CASSSRQSKEAFF. Result: 0 (the TCR does not bind to the epitope).